From a dataset of Full USPTO retrosynthesis dataset with 1.9M reactions from patents (1976-2016). Predict the reactants needed to synthesize the given product. Given the product [CH3:54][O:55][C:56](=[O:66])[CH2:57][CH2:58][CH2:59][CH:60]1[CH2:65][CH2:64][N:63]([C:68]2[CH:73]=[CH:72][C:71]([C:74]([F:77])([F:76])[F:75])=[CH:70][CH:69]=2)[CH2:62][CH2:61]1, predict the reactants needed to synthesize it. The reactants are: C1(P(C2C=CC=CC=2)C2C=CC3C(=CC=CC=3)C=2C2C3C(=CC=CC=3)C=CC=2P(C2C=CC=CC=2)C2C=CC=CC=2)C=CC=CC=1.C(=O)([O-])[O-].[Cs+].[Cs+].Cl.[CH3:54][O:55][C:56](=[O:66])[CH2:57][CH2:58][CH2:59][CH:60]1[CH2:65][CH2:64][NH:63][CH2:62][CH2:61]1.Br[C:68]1[CH:73]=[CH:72][C:71]([C:74]([F:77])([F:76])[F:75])=[CH:70][CH:69]=1.